From a dataset of Catalyst prediction with 721,799 reactions and 888 catalyst types from USPTO. Predict which catalyst facilitates the given reaction. (1) Reactant: [CH2:1]([N:5]([C:24]1[CH:29]=[C:28]([C:30]([F:33])([F:32])[F:31])[CH:27]=[CH:26][C:25]=1[CH3:34])[S:6]([C:9]1[CH:14]=[CH:13][C:12]([CH2:15][C:16]([CH3:23])([CH3:22])[C:17]([O:19]CC)=[O:18])=[CH:11][CH:10]=1)(=[O:8])=[O:7])[CH:2]([CH3:4])[CH3:3].[OH-].[Li+].Cl. Product: [CH2:1]([N:5]([C:24]1[CH:29]=[C:28]([C:30]([F:33])([F:31])[F:32])[CH:27]=[CH:26][C:25]=1[CH3:34])[S:6]([C:9]1[CH:10]=[CH:11][C:12]([CH2:15][C:16]([CH3:22])([CH3:23])[C:17]([OH:19])=[O:18])=[CH:13][CH:14]=1)(=[O:7])=[O:8])[CH:2]([CH3:3])[CH3:4]. The catalyst class is: 30. (2) Reactant: C(O[BH-](OC(=O)C)OC(=O)C)(=O)C.[Na+].[CH3:15][S:16]([N:19]1[CH2:24][CH2:23][CH:22]([CH:25]([C:29]2[CH:34]=[CH:33][CH:32]=[CH:31][CH:30]=2)[CH2:26][CH:27]=O)[CH2:21][CH2:20]1)(=[O:18])=[O:17].Cl.[F:36][C:37]1[CH:42]=[CH:41][C:40]([S:43]([CH2:46][CH2:47][CH:48]2[CH2:53][CH2:52][NH:51][CH2:50][CH2:49]2)(=[O:45])=[O:44])=[CH:39][CH:38]=1. Product: [C:29]1([CH:25]([CH:22]2[CH2:23][CH2:24][N:19]([S:16]([CH3:15])(=[O:18])=[O:17])[CH2:20][CH2:21]2)[CH2:26][CH2:27][N:51]2[CH2:52][CH2:53][CH:48]([CH2:47][CH2:46][S:43]([C:40]3[CH:39]=[CH:38][C:37]([F:36])=[CH:42][CH:41]=3)(=[O:45])=[O:44])[CH2:49][CH2:50]2)[CH:34]=[CH:33][CH:32]=[CH:31][CH:30]=1. The catalyst class is: 4. (3) Product: [CH3:2][NH:3][C:36]([C:35]1[CH:39]=[CH:40][CH:41]=[CH:42][C:34]=1[O:33][CH:30]1[CH2:31][CH2:32][N:27]([C:25](=[O:26])[CH2:24][NH:23][C:21]([C:18]2[CH:17]=[C:16]([C:10]3[CH:15]=[CH:14][CH:13]=[CH:12][CH:11]=3)[NH:20][N:19]=2)=[O:22])[CH2:28][CH2:29]1)=[O:38]. The catalyst class is: 18. Reactant: C[CH2:2][N:3](C(C)C)C(C)C.[C:10]1([C:16]2[NH:20][N:19]=[C:18]([C:21]([NH:23][CH2:24][C:25]([N:27]3[CH2:32][CH2:31][CH:30]([O:33][C:34]4[CH:42]=[CH:41][CH:40]=[CH:39][C:35]=4[C:36]([OH:38])=O)[CH2:29][CH2:28]3)=[O:26])=[O:22])[CH:17]=2)[CH:15]=[CH:14][CH:13]=[CH:12][CH:11]=1.C1C=CC2N(O)N=NC=2C=1.CCN=C=NCCCN(C)C.Cl.Cl.CN. (4) Reactant: [CH3:1][O:2][C@@H:3]([CH3:31])[CH2:4][N:5]1[C:17]2[C:16]3[CH:15]=[C:14]([C:18]4[CH:19]=[C:20](C(OCC)=O)[CH:21]=[N:22][CH:23]=4)[CH:13]=[CH:12][C:11]=3[N:10]=[CH:9][C:8]=2[N:7]([CH3:29])[C:6]1=[O:30].[CH3:32][Mg+].[Br-].C([O:38][CH2:39][CH3:40])(=O)C. Product: [OH:38][C:39]([C:20]1[CH:19]=[C:18]([C:14]2[CH:13]=[CH:12][C:11]3[N:10]=[CH:9][C:8]4[N:7]([CH3:29])[C:6](=[O:30])[N:5]([CH2:4][C@@H:3]([O:2][CH3:1])[CH3:31])[C:17]=4[C:16]=3[CH:15]=2)[CH:23]=[N:22][CH:21]=1)([CH3:40])[CH3:32]. The catalyst class is: 7. (5) Reactant: C(=O)(O)[O-:2].[Na+].Cl.NO.[CH3:9][C:10]1[N:15]=[C:14]([C:16]#[N:17])[CH:13]=[C:12]([O:18][CH2:19][C:20]([F:23])([F:22])[F:21])[CH:11]=1. Product: [CH3:9][C:10]1[N:15]=[C:14]([C:16]([NH2:17])=[O:2])[CH:13]=[C:12]([O:18][CH2:19][C:20]([F:23])([F:21])[F:22])[CH:11]=1. The catalyst class is: 8.